This data is from Cav3 T-type calcium channel HTS with 100,875 compounds. The task is: Binary Classification. Given a drug SMILES string, predict its activity (active/inactive) in a high-throughput screening assay against a specified biological target. (1) The molecule is O1c2cc(CNC(=O)c3c(n(nc3)c3cc(c(cc3)C)C)NC(=O)c3occc3)ccc2OC1. The result is 1 (active). (2) The drug is S1(=O)(=O)CCC(=O)N(c2c1cccc2)CC(=O)Nc1cc(F)ccc1. The result is 0 (inactive). (3) The molecule is S(c1nc(NCc2ccccc2)nc(N(C)C)n1)CC(=O)NCC(OCC)=O. The result is 0 (inactive). (4) The molecule is Brc1cc(C(=O)NC(=S)NC(C)C)ccc1OC. The result is 0 (inactive). (5) The molecule is n1(ncc2c1ncnc2NCCCn1ccnc1)c1c(cc(cc1)C)C. The result is 0 (inactive). (6) The drug is S(c1c(C(=O)Nc2noc(c2)C)cccc1)CCOC. The result is 0 (inactive).